Predict the reaction yield, written as a fraction of the theoretical maximum amount of product (1.0 means a 100% yield; for example, 0.34 means a 34% yield). From a dataset of Reaction yield outcomes from USPTO patents with 853,638 reactions. (1) The reactants are [Cl:1][C:2]1[CH:11]=[C:10]([C:12]([OH:14])=O)[C:9]2[C:4](=[CH:5][CH:6]=[CH:7][CH:8]=2)[N:3]=1.[NH2:15][C:16]1[C:17]([CH3:27])=[C:18]([CH:23]=[CH:24][C:25]=1[CH3:26])[C:19]([O:21][CH3:22])=[O:20].C(N(CC)CC)C.CCCP1(OP(CCC)(=O)OP(CCC)(=O)O1)=O. The catalyst is C(Cl)Cl.O. The product is [Cl:1][C:2]1[CH:11]=[C:10]([C:12]([NH:15][C:16]2[C:17]([CH3:27])=[C:18]([CH:23]=[CH:24][C:25]=2[CH3:26])[C:19]([O:21][CH3:22])=[O:20])=[O:14])[C:9]2[C:4](=[CH:5][CH:6]=[CH:7][CH:8]=2)[N:3]=1. The yield is 0.770. (2) The reactants are CN(C)/C=C/C(C1SC(N2CCN(CC3C=CC(C(F)(F)F)=CC=3)C2=O)=NC=1C)=O.C[N:32](C)/[C:33](/[CH3:60])=[CH:34]/[C:35]([C:37]1[S:41][C:40]([N:42]2[CH2:46][CH2:45][N:44]([CH2:47][C:48]3[CH:53]=[CH:52][C:51]([C:54]([F:57])([F:56])[F:55])=[CH:50][CH:49]=3)[C:43]2=[O:58])=[N:39][C:38]=1[CH3:59])=[O:36].Cl.NO. No catalyst specified. The product is [CH3:59][C:38]1[N:39]=[C:40]([N:42]2[CH2:46][CH2:45][N:44]([CH2:47][C:48]3[CH:53]=[CH:52][C:51]([C:54]([F:57])([F:56])[F:55])=[CH:50][CH:49]=3)[C:43]2=[O:58])[S:41][C:37]=1[C:35]1[O:36][N:32]=[C:33]([CH3:60])[CH:34]=1. The yield is 0.530. (3) The reactants are [C:1]([C:4]1[CH:9]=[C:8]([F:10])[CH:7]=[CH:6][C:5]=1[S:11][C:12]1[CH:21]=[CH:20][C:19]2[C:14](=[CH:15][CH:16]=[CH:17][CH:18]=2)[C:13]=1[C:22](O)=[O:23])(O)=[O:2].S(C1C=CC=CC=1C(OC)=O)C1C=CC=CC=1C(OC)=O. No catalyst specified. The product is [F:10][C:8]1[CH:7]=[CH:6][C:5]([S:11][C:12]2[CH:21]=[CH:20][C:19]3[C:14](=[CH:15][CH:16]=[CH:17][CH:18]=3)[C:13]=2[CH2:22][OH:23])=[C:4]([CH2:1][OH:2])[CH:9]=1. The yield is 0.810. (4) The reactants are [F:1][C:2]([F:11])([F:10])[C:3]1[C:4]([OH:9])=[N:5][CH:6]=[CH:7][CH:8]=1.[N+:12]([O-])([OH:14])=[O:13].OS(O)(=O)=O. No catalyst specified. The product is [N+:12]([C:7]1[CH:8]=[C:3]([C:2]([F:1])([F:10])[F:11])[C:4]([OH:9])=[N:5][CH:6]=1)([O-:14])=[O:13]. The yield is 0.733. (5) The reactants are [CH3:1][O:2][C:3]1[CH:4]=[C:5]([CH:11]=[CH:12][C:13](=[O:15])[CH3:14])[CH:6]=[C:7]([O:9][CH3:10])[CH:8]=1.Br[C:17]1[CH:22]=[CH:21][C:20]([O:23][CH3:24])=[C:19]([O:25][CH3:26])[CH:18]=1.CC([O-])=O.[Na+].CCOC(C)=O. The catalyst is CN(C=O)C.[Br-].C([N+](CCCC)(CCCC)CCCC)CCC.CC([O-])=O.CC([O-])=O.[Pd+2].O. The product is [CH3:24][O:23][C:20]1[CH:21]=[C:22]([C:11]([C:5]2[CH:6]=[C:7]([O:9][CH3:10])[CH:8]=[C:3]([O:2][CH3:1])[CH:4]=2)=[CH:12][C:13](=[O:15])[CH3:14])[CH:17]=[CH:18][C:19]=1[O:25][CH3:26]. The yield is 0.150. (6) The reactants are [CH3:1][NH:2][C:3]([C:5]1[CH:6]=[C:7]2[C:12](=[CH:13][C:14]=1[O:15][CH3:16])[N:11]=[CH:10][CH:9]=[C:8]2[O:17][C:18]1[CH:23]=[CH:22][C:21]([Cl:24])=[C:20]([NH2:25])[CH:19]=1)=[O:4].[N:26]1[CH:31]=C[CH:29]=[CH:28][CH:27]=1.ClC(OC1C=CC=CC=1)=[O:34].C1(N)CC1. The catalyst is CN(C)C=O.O.C(OCC)(=O)C. The product is [CH3:1][NH:2][C:3]([C:5]1[CH:6]=[C:7]2[C:12](=[CH:13][C:14]=1[O:15][CH3:16])[N:11]=[CH:10][CH:9]=[C:8]2[O:17][C:18]1[CH:23]=[CH:22][C:21]([Cl:24])=[C:20]([NH:25][C:31]([NH:26][CH:27]2[CH2:29][CH2:28]2)=[O:34])[CH:19]=1)=[O:4]. The yield is 0.743. (7) The reactants are C[Si]([N-][Si](C)(C)C)(C)C.[K+].[Cl:11][C:12]1[N:17]2[N:18]=[CH:19][C:20]([C:21]3[CH:26]=[CH:25][CH:24]=[CH:23][CH:22]=3)=[C:16]2[N:15]=[C:14]([CH3:27])[C:13]=1[CH2:28][C:29]([O:31][CH3:32])=[O:30].C1(C2[O:41]N2S(C2C=CC=CC=2)(=O)=O)C=CC=CC=1. The catalyst is C1COCC1. The product is [Cl:11][C:12]1[N:17]2[N:18]=[CH:19][C:20]([C:21]3[CH:26]=[CH:25][CH:24]=[CH:23][CH:22]=3)=[C:16]2[N:15]=[C:14]([CH3:27])[C:13]=1[CH:28]([OH:41])[C:29]([O:31][CH3:32])=[O:30]. The yield is 0.510. (8) The reactants are COC[O:4][C:5]1[CH:10]=[C:9]([O:11]COC)[CH:8]=[CH:7][C:6]=1[CH:15]1[CH2:20][CH2:19][C:18](=[CH:21][C:22]#[N:23])[CH2:17][CH2:16]1.Cl.C(=O)(O)[O-].[Na+].OC1C=C(O)C=CC=1C1CCC(=CC#N)CC1. The catalyst is [Pd].C(O)C.CO. The product is [OH:4][C:5]1[CH:10]=[C:9]([OH:11])[CH:8]=[CH:7][C:6]=1[C@H:15]1[CH2:16][CH2:17][C@H:18]([CH2:21][C:22]#[N:23])[CH2:19][CH2:20]1. The yield is 0.800.